From a dataset of Peptide-MHC class II binding affinity with 134,281 pairs from IEDB. Regression. Given a peptide amino acid sequence and an MHC pseudo amino acid sequence, predict their binding affinity value. This is MHC class II binding data. (1) The MHC is DRB1_1501 with pseudo-sequence DRB1_1501. The binding affinity (normalized) is 0.464. The peptide sequence is NGRLITANPVVTKKE. (2) The peptide sequence is MEGEGIFKSIQHLTA. The MHC is DRB1_1101 with pseudo-sequence DRB1_1101. The binding affinity (normalized) is 0.643. (3) The peptide sequence is RFTISRDNSKNTLYL. The MHC is DRB3_0101 with pseudo-sequence DRB3_0101. The binding affinity (normalized) is 0.797. (4) The peptide sequence is EDQDVKDWVDGSRGY. The binding affinity (normalized) is 0.258. The MHC is DRB1_0101 with pseudo-sequence DRB1_0101. (5) The peptide sequence is SQTTANPACPEGT. The MHC is DRB5_0101 with pseudo-sequence DRB5_0101. The binding affinity (normalized) is 0.